Dataset: Full USPTO retrosynthesis dataset with 1.9M reactions from patents (1976-2016). Task: Predict the reactants needed to synthesize the given product. (1) Given the product [NH2:1][CH:4]([C:8]1[N:9]([CH2:19][C:20]2[CH:25]=[CH:24][CH:23]=[C:22]([F:26])[CH:21]=2)[C:10](=[O:18])[C:11]2[C:16]([CH3:17])=[N:15][O:14][C:12]=2[N:13]=1)[CH:5]([CH3:7])[CH3:6], predict the reactants needed to synthesize it. The reactants are: [N:1]([CH:4]([C:8]1[N:9]([CH2:19][C:20]2[CH:25]=[CH:24][CH:23]=[C:22]([F:26])[CH:21]=2)[C:10](=[O:18])[C:11]2[C:16]([CH3:17])=[N:15][O:14][C:12]=2[N:13]=1)[CH:5]([CH3:7])[CH3:6])=[N+]=[N-].C1(P(C2C=CC=CC=2)C2C=CC=CC=2)C=CC=CC=1.O. (2) The reactants are: [CH3:1][O:2][C:3](=[O:14])[C:4]1[CH:9]=[CH:8][C:7]([N+:10]([O-:12])=[O:11])=[CH:6][C:5]=1[NH2:13].C(N(CC)CC)C.[F:22][C:23]([F:38])([F:37])[C:24]1[CH:25]=[C:26]([CH:30]=[C:31]([C:33]([F:36])([F:35])[F:34])[CH:32]=1)[C:27](Cl)=[O:28].C(=O)([O-])N. Given the product [CH3:1][O:2][C:3](=[O:14])[C:4]1[CH:9]=[CH:8][C:7]([N+:10]([O-:12])=[O:11])=[CH:6][C:5]=1[NH:13][C:27](=[O:28])[C:26]1[CH:30]=[C:31]([C:33]([F:34])([F:35])[F:36])[CH:32]=[C:24]([C:23]([F:22])([F:37])[F:38])[CH:25]=1, predict the reactants needed to synthesize it. (3) Given the product [CH2:1]([O:3][C:4](=[O:19])[C:5]1[CH:10]=[C:9]([C:11]([F:14])([F:13])[F:12])[C:8]([CH2:15][N:29]2[CH2:30][CH2:31][C@@H:27]([N:26]([C:25]([O:24][C:20]([CH3:23])([CH3:22])[CH3:21])=[O:33])[CH3:32])[CH2:28]2)=[C:7]([Br:17])[C:6]=1[NH2:18])[CH3:2], predict the reactants needed to synthesize it. The reactants are: [CH2:1]([O:3][C:4](=[O:19])[C:5]1[CH:10]=[C:9]([C:11]([F:14])([F:13])[F:12])[C:8]([CH:15]=O)=[C:7]([Br:17])[C:6]=1[NH2:18])[CH3:2].[C:20]([O:24][C:25](=[O:33])[N:26]([CH3:32])[C@@H:27]1[CH2:31][CH2:30][NH:29][CH2:28]1)([CH3:23])([CH3:22])[CH3:21]. (4) Given the product [NH2:10][C@H:11]1[C@@H:12]([CH2:16][N:17]2[CH:21]=[N:20][C:19]([CH3:22])=[N:18]2)[NH:13][C:14]1=[O:15], predict the reactants needed to synthesize it. The reactants are: C(OC(=O)[NH:10][C@@H:11]1[C:14](=[O:15])[NH:13][C@@H:12]1[CH2:16][N:17]1[CH:21]=[N:20][C:19]([CH3:22])=[N:18]1)C1C=CC=CC=1. (5) The reactants are: C1(P(C2C=CC=CC=2)C2C=CC=CC=2)C=CC=CC=1.[Br:20]Br.C(N(CC)C(C)C)(C)C.[CH3:31][O:32][CH2:33][O:34][C:35]1[CH:36]=[C:37]([CH2:45]O)[CH:38]=[CH:39][C:40]=1[O:41][CH2:42][O:43][CH3:44]. Given the product [Br:20][CH2:45][C:37]1[CH:38]=[CH:39][C:40]([O:41][CH2:42][O:43][CH3:44])=[C:35]([O:34][CH2:33][O:32][CH3:31])[CH:36]=1, predict the reactants needed to synthesize it. (6) Given the product [Cl:1][C:2]1[C:3]([C:4]#[N:6])=[CH:7][C:8]([F:11])=[CH:9][N:10]=1, predict the reactants needed to synthesize it. The reactants are: [Cl:1][C:2]1[N:10]=[CH:9][C:8]([F:11])=[CH:7][C:3]=1[C:4]([NH2:6])=O.C(N(CC)CC)C.FC(F)(F)C(OC(=O)C(F)(F)F)=O. (7) Given the product [CH2:1]([O:8][C:9](=[O:20])[NH:10][C@@H:11]1[CH2:16][CH2:15][C@@H:14]([NH:17][C:26]([O:25][C:22]([CH3:24])([CH3:23])[CH3:21])=[O:27])[C@@H:13]([O:18][CH3:19])[CH2:12]1)[C:2]1[CH:7]=[CH:6][CH:5]=[CH:4][CH:3]=1, predict the reactants needed to synthesize it. The reactants are: [CH2:1]([O:8][C:9](=[O:20])[NH:10][C@@H:11]1[CH2:16][CH2:15][C@@H:14]([NH2:17])[C@@H:13]([O:18][CH3:19])[CH2:12]1)[C:2]1[CH:7]=[CH:6][CH:5]=[CH:4][CH:3]=1.[CH3:21][C:22]([O:25][C:26](O[C:26]([O:25][C:22]([CH3:24])([CH3:23])[CH3:21])=[O:27])=[O:27])([CH3:24])[CH3:23]. (8) The reactants are: [CH3:1][O:2][C:3]1[CH:4]=[C:5]2[C:9](=[CH:10][CH:11]=1)[NH:8][CH:7]=[CH:6]2.[OH-].[K+].[I:14]I.[H-].[Na+].I[CH:19]([CH3:21])[CH3:20]. Given the product [I:14][C:6]1[C:5]2[C:9](=[CH:10][CH:11]=[C:3]([O:2][CH3:1])[CH:4]=2)[N:8]([CH:19]([CH3:21])[CH3:20])[CH:7]=1, predict the reactants needed to synthesize it. (9) The reactants are: [Cl:1][C:2]1[CH:3]=[N:4][N:5]([C:7]2[CH:12]=[CH:11][N:10]=[CH:9][C:8]=2[N:13]2[CH2:18][CH2:17][CH:16]([C:19]([OH:21])=O)[CH2:15][CH2:14]2)[CH:6]=1.Cl.[CH3:23][O:24][C@@H:25]1[CH2:29][CH2:28][NH:27][CH2:26]1.CN(C(ON1N=NC2C=CC=NC1=2)=[N+](C)C)C.F[P-](F)(F)(F)(F)F.C(N(CC)CC)C. Given the product [Cl:1][C:2]1[CH:3]=[N:4][N:5]([C:7]2[CH:12]=[CH:11][N:10]=[CH:9][C:8]=2[N:13]2[CH2:14][CH2:15][CH:16]([C:19]([N:27]3[CH2:28][CH2:29][C@@H:25]([O:24][CH3:23])[CH2:26]3)=[O:21])[CH2:17][CH2:18]2)[CH:6]=1, predict the reactants needed to synthesize it.